Dataset: Peptide-MHC class I binding affinity with 185,985 pairs from IEDB/IMGT. Task: Regression. Given a peptide amino acid sequence and an MHC pseudo amino acid sequence, predict their binding affinity value. This is MHC class I binding data. (1) The peptide sequence is VFCAAVGRL. The MHC is H-2-Dd with pseudo-sequence H-2-Dd. The binding affinity (normalized) is 0.0217. (2) The peptide sequence is LVYDASPL. The MHC is H-2-Db with pseudo-sequence H-2-Db. The binding affinity (normalized) is 0. (3) The MHC is HLA-B27:05 with pseudo-sequence HLA-B27:05. The peptide sequence is KEKGGLEGM. The binding affinity (normalized) is 0.